Dataset: Full USPTO retrosynthesis dataset with 1.9M reactions from patents (1976-2016). Task: Predict the reactants needed to synthesize the given product. (1) Given the product [OH:40][CH2:39][CH2:38][CH2:37][NH:36][C:2]1[N:3]=[CH:4][N:5]=[C:6]([NH:18][C:19]2[CH:20]=[C:21]([CH:26]=[CH:27][CH:28]=2)[C:22]([NH:24][CH3:25])=[O:23])[N:7]=1, predict the reactants needed to synthesize it. The reactants are: Cl[C:2]1[N:7]=[C:6](Cl)[N:5]=[CH:4][N:3]=1.C(N(C(C)C)C(C)C)C.[NH2:18][C:19]1[CH:20]=[C:21]([CH:26]=[CH:27][CH:28]=1)[C:22]([NH:24][CH3:25])=[O:23].ClC1C=CN=NN=1.[NH2:36][CH2:37][CH2:38][CH2:39][OH:40]. (2) Given the product [NH2:14][CH2:13][CH:12]([S:11][CH2:10][C@H:9]([C:23]([O:25][CH3:26])=[O:24])[NH:8][C:6]([O:5][C:1]([CH3:3])([CH3:4])[CH3:2])=[O:7])[C:17]1[CH:18]=[CH:19][CH:20]=[CH:21][CH:22]=1, predict the reactants needed to synthesize it. The reactants are: [C:1]([O:5][C:6]([NH:8][C@@H:9]([C:23]([O:25][CH3:26])=[O:24])[CH2:10][S:11][CH:12]([C:17]1[CH:22]=[CH:21][CH:20]=[CH:19][CH:18]=1)[CH2:13][N+:14]([O-])=O)=[O:7])([CH3:4])([CH3:3])[CH3:2].